This data is from Reaction yield outcomes from USPTO patents with 853,638 reactions. The task is: Predict the reaction yield, written as a fraction of the theoretical maximum amount of product (1.0 means a 100% yield; for example, 0.34 means a 34% yield). (1) The reactants are [CH3:1][N:2]1[CH2:7][CH2:6][CH:5]([N:8]2[CH:12]=[C:11]([NH2:13])[CH:10]=[N:9]2)[CH2:4][CH2:3]1.Cl[C:15]1[N:20]=[C:19]([CH2:21][CH2:22][C:23]2[CH:28]=[CH:27][CH:26]=[CH:25][C:24]=2[CH:29]([CH3:33])[C:30]([NH2:32])=[O:31])[C:18]([Cl:34])=[CH:17][N:16]=1.O. The catalyst is CO. The product is [Cl:34][C:18]1[C:19]([CH2:21][CH2:22][C:23]2[CH:28]=[CH:27][CH:26]=[CH:25][C:24]=2[CH:29]([CH3:33])[C:30]([NH2:32])=[O:31])=[N:20][C:15]([NH:13][C:11]2[CH:10]=[N:9][N:8]([CH:5]3[CH2:4][CH2:3][N:2]([CH3:1])[CH2:7][CH2:6]3)[CH:12]=2)=[N:16][CH:17]=1. The yield is 0.0200. (2) The reactants are Cl[C:2]1[N:6]([CH3:7])[C:5]2[C:8]([N:12]([CH:21]([CH3:23])[CH3:22])[C:13]3[CH:20]=[CH:19][C:16]([C:17]#[N:18])=[CH:15][CH:14]=3)=[CH:9][CH:10]=[CH:11][C:4]=2[N:3]=1.[Br:24][C:25]1[CH:31]=[C:30]([O:32][CH3:33])[C:28]([NH2:29])=[C:27]([CH3:34])[CH:26]=1. The catalyst is C(OCC)(=O)C. The product is [Br:24][C:25]1[CH:26]=[C:27]([CH3:34])[C:28]([NH:29][C:2]2[N:6]([CH3:7])[C:5]3[C:8]([N:12]([CH:21]([CH3:23])[CH3:22])[C:13]4[CH:20]=[CH:19][C:16]([C:17]#[N:18])=[CH:15][CH:14]=4)=[CH:9][CH:10]=[CH:11][C:4]=3[N:3]=2)=[C:30]([O:32][CH3:33])[CH:31]=1. The yield is 0.0950. (3) The reactants are O1C2(C[CH2:9][CH:8]([N:11]3[C:16](=[O:17])[C:15]([CH2:18][C:19]4[CH:24]=[CH:23][C:22]([C:25]5[C:26]([C:32]#[N:33])=[CH:27][C:28]([F:31])=[CH:29][CH:30]=5)=[CH:21][CH:20]=4)=[C:14]([CH2:34][CH2:35][CH3:36])[N:13]4[N:37]=[C:38]([CH3:40])[N:39]=[C:12]34)[CH2:7][CH2:6]2)OCC1.Cl.O1CC[CH2:44][CH2:43]1.[C:47]([O:50][CH2:51][CH3:52])(=[O:49])[CH3:48]. No catalyst specified. The product is [CH3:52][CH:51]1[CH:43]([CH3:44])[O:49][C:47]2([CH2:6][CH2:7][CH:8]([N:11]3[C:16](=[O:17])[C:15]([CH2:18][C:19]4[CH:20]=[CH:21][C:22]([C:25]5[C:26]([C:32]#[N:33])=[CH:27][C:28]([F:31])=[CH:29][CH:30]=5)=[CH:23][CH:24]=4)=[C:14]([CH2:34][CH2:35][CH3:36])[N:13]4[N:37]=[C:38]([CH3:40])[N:39]=[C:12]34)[CH2:9][CH2:48]2)[O:50]1. The yield is 1.00. (4) The reactants are [Cl:1][C:2]1[C:3](=[O:15])[N:4]([CH:9]2[CH2:14][CH2:13][CH2:12][CH2:11][CH2:10]2)[N:5]([CH3:8])[C:6]=1[CH3:7].[Br:16]N1C(=O)CCC1=O. The catalyst is C(Cl)(Cl)(Cl)Cl. The product is [Br:16][CH2:7][C:6]1[N:5]([CH3:8])[N:4]([CH:9]2[CH2:10][CH2:11][CH2:12][CH2:13][CH2:14]2)[C:3](=[O:15])[C:2]=1[Cl:1]. The yield is 0.750.